This data is from Full USPTO retrosynthesis dataset with 1.9M reactions from patents (1976-2016). The task is: Predict the reactants needed to synthesize the given product. (1) Given the product [CH2:1]([C:21]1[C:28]([C:29]#[N:30])=[C:27]([OH:31])[C:26]([OH:32])=[CH:25][C:22]=1[C:23]#[N:24])/[CH:2]=[CH:3]\[CH3:4], predict the reactants needed to synthesize it. The reactants are: [CH2:1](B1OC(C)(C)C(C)(C)O1)/[CH:2]=[CH:3]\[CH3:4].C(=O)([O-])[O-].[Na+].[Na+].Br[C:21]1[C:28]([C:29]#[N:30])=[C:27]([OH:31])[C:26]([OH:32])=[CH:25][C:22]=1[C:23]#[N:24]. (2) Given the product [F:1][C:2]1[CH:7]=[C:6]([N+:12]([O-:14])=[O:13])[C:5]([O:8][CH3:9])=[C:4]([F:10])[C:3]=1[F:11], predict the reactants needed to synthesize it. The reactants are: [F:1][C:2]1[CH:7]=[CH:6][C:5]([O:8][CH3:9])=[C:4]([F:10])[C:3]=1[F:11].[N+:12]([O-])([OH:14])=[O:13].O. (3) The reactants are: [SH:1][C:2]1[NH:3][C:4]2[CH:10]=[CH:9][CH:8]=[CH:7][C:5]=2[N:6]=1.CCN(C(C)C)C(C)C.Br[CH2:21][CH2:22][O:23][C:24]1[CH:29]=[CH:28][C:27]([Cl:30])=[CH:26][CH:25]=1. Given the product [Cl:30][C:27]1[CH:28]=[CH:29][C:24]([O:23][CH2:22][CH2:21][S:1][C:2]2[NH:3][C:4]3[CH:10]=[CH:9][CH:8]=[CH:7][C:5]=3[N:6]=2)=[CH:25][CH:26]=1, predict the reactants needed to synthesize it. (4) Given the product [ClH:40].[F:30][C:31]1[CH:36]=[CH:35][C:34]([S:37]([N:19]2[CH2:18][CH2:17][C:16]3[C:21](=[CH:22][C:13]([O:12][CH2:11][CH2:10][CH2:9][N:3]4[CH2:8][CH2:7][CH2:6][CH2:5][CH2:4]4)=[CH:14][CH:15]=3)[CH2:20]2)(=[O:39])=[O:38])=[CH:33][CH:32]=1, predict the reactants needed to synthesize it. The reactants are: Cl.Cl.[N:3]1([CH2:9][CH2:10][CH2:11][O:12][C:13]2[CH:22]=[C:21]3[C:16]([CH2:17][CH2:18][NH:19][CH2:20]3)=[CH:15][CH:14]=2)[CH2:8][CH2:7][CH2:6][CH2:5][CH2:4]1.CCN(CC)CC.[F:30][C:31]1[CH:36]=[CH:35][C:34]([S:37]([Cl:40])(=[O:39])=[O:38])=[CH:33][CH:32]=1. (5) Given the product [NH2:1][C:2]1[N:7]=[CH:6][C:5]([C:8]([OH:10])=[O:9])=[CH:4][C:3]=1[O:11][CH:12]1[C:16]([F:17])([F:18])[CH2:15][N:14]([C:19](=[O:32])[CH2:20][C:21]2[CH:22]=[CH:23][C:24]([O:27][C:28]([F:30])([F:31])[F:29])=[CH:25][CH:26]=2)[CH2:13]1, predict the reactants needed to synthesize it. The reactants are: [NH2:1][C:2]1[N:7]=[CH:6][C:5]([C:8]([OH:10])=[O:9])=[CH:4][C:3]=1[O:11][C@@H:12]1[C:16]([F:18])([F:17])[CH2:15][N:14]([C:19](=[O:32])[CH2:20][C:21]2[CH:26]=[CH:25][C:24]([O:27][C:28]([F:31])([F:30])[F:29])=[CH:23][CH:22]=2)[CH2:13]1.C(OC(N1CC(=O)C(O[Si](C(C)(C)C)(C)C)C1)=O)(C)(C)C.